From a dataset of Catalyst prediction with 721,799 reactions and 888 catalyst types from USPTO. Predict which catalyst facilitates the given reaction. (1) Reactant: [NH2:1][CH2:2][CH2:3][C:4]([NH:7]C(=O)OCC)([CH3:6])[CH3:5].[BrH:13]. Product: [BrH:13].[BrH:13].[CH3:5][C:4]([NH2:7])([CH3:6])[CH2:3][CH2:2][NH2:1]. The catalyst class is: 15. (2) Reactant: [CH3:1][S:2]([C:5]1[CH:10]=[CH:9][CH:8]=[CH:7][C:6]=1[C:11]1[CH:16]=[CH:15][C:14]([NH:17][C:18](=[O:39])[CH:19]([O:26][C:27]2[CH:32]=[CH:31][CH:30]=[C:29]([C:33]3[N:37]=C(C)O[N:34]=3)[CH:28]=2)[C:20]2[CH:25]=[CH:24][CH:23]=[CH:22][CH:21]=2)=[CH:13][CH:12]=1)(=[O:4])=[O:3].O.[C:41]([OH:44])(=[O:43])[CH3:42]. Product: [C:41]([OH:44])(=[O:43])[CH3:42].[C:33]([C:29]1[CH:28]=[C:27]([CH:32]=[CH:31][CH:30]=1)[O:26][CH:19]([C:20]1[CH:25]=[CH:24][CH:23]=[CH:22][CH:21]=1)[C:18]([NH:17][C:14]1[CH:13]=[CH:12][C:11]([C:6]2[CH:7]=[CH:8][CH:9]=[CH:10][C:5]=2[S:2]([CH3:1])(=[O:4])=[O:3])=[CH:16][CH:15]=1)=[O:39])(=[NH:34])[NH2:37]. The catalyst class is: 5. (3) Reactant: [Cl:1][C:2]1[C:7]([C:8](Cl)=[O:9])=[C:6]([Cl:11])[N:5]=[CH:4][N:3]=1.[OH:12][NH:13][C:14](=[NH:17])[CH2:15][CH3:16].CCN(C(C)C)C(C)C.C(Cl)Cl.CO. Product: [Cl:1][C:2]1[C:7]([C:8]([O:12][N:13]=[C:14]([NH2:17])[CH2:15][CH3:16])=[O:9])=[C:6]([Cl:11])[N:5]=[CH:4][N:3]=1. The catalyst class is: 34. (4) Reactant: [O:1]1[CH2:18][C@H:2]1[CH2:3][O:4][C:5]1[CH:17]=[CH:16][CH:15]=[CH:14][C:6]=1[CH:7]=[C:8]1[CH2:13][CH2:12][O:11][C:9]1=[O:10].[Cl:19][C:20]1[CH:25]=[CH:24][C:23]([CH:26]2[CH2:31][CH2:30][NH:29][CH2:28][CH2:27]2)=[CH:22][C:21]=1[F:32]. Product: [Cl:19][C:20]1[CH:25]=[CH:24][C:23]([CH:26]2[CH2:27][CH2:28][N:29]([CH2:18][C@H:2]([OH:1])[CH2:3][O:4][C:5]3[CH:17]=[CH:16][CH:15]=[CH:14][C:6]=3[CH:7]=[C:8]3[CH2:13][CH2:12][O:11][C:9]3=[O:10])[CH2:30][CH2:31]2)=[CH:22][C:21]=1[F:32]. The catalyst class is: 5. (5) Reactant: [OH:1][C:2]1[CH:7]=[CH:6][CH:5]=[C:4]([OH:8])[C:3]=1[OH:9].Br[CH2:11][CH2:12][CH2:13][CH2:14][CH2:15][CH2:16][CH2:17][CH2:18][CH2:19][CH2:20][CH2:21][CH3:22].O. Product: [CH2:11]([O:1][C:2]1[CH:7]=[CH:6][CH:5]=[C:4]([O:8][CH2:22][CH2:21][CH2:20][CH2:19][CH2:18][CH2:17][CH2:16][CH2:15][CH2:14][CH2:13][CH2:12][CH3:11])[C:3]=1[O:9][CH2:22][CH2:21][CH2:20][CH2:19][CH2:18][CH2:17][CH2:16][CH2:15][CH2:14][CH2:13][CH2:12][CH3:11])[CH2:12][CH2:13][CH2:14][CH2:15][CH2:16][CH2:17][CH2:18][CH2:19][CH2:20][CH2:21][CH3:22]. The catalyst class is: 3. (6) Reactant: [CH3:1][C:2]([CH3:12])([C:6]1[CH:11]=[CH:10][CH:9]=[CH:8][CH:7]=1)[CH2:3][CH:4]=O.[NH2:13][C:14]1[C:19]([C:20]([F:23])([F:22])[F:21])=[CH:18][CH:17]=[CH:16][C:15]=1[C:24]([C:26]1[CH:31]=[CH:30][CH:29]=[CH:28][CH:27]=1)=O.C(=O)(O)[O-].[Na+]. Product: [CH3:12][C:2]([C:3]1[CH:4]=[N:13][C:14]2[C:15]([C:24]=1[C:26]1[CH:31]=[CH:30][CH:29]=[CH:28][CH:27]=1)=[CH:16][CH:17]=[CH:18][C:19]=2[C:20]([F:23])([F:22])[F:21])([C:6]1[CH:11]=[CH:10][CH:9]=[CH:8][CH:7]=1)[CH3:1]. The catalyst class is: 52. (7) Reactant: Br[C:2]1[CH:7]=[CH:6][C:5]([O:8][C:9]([F:12])([F:11])[F:10])=[CH:4][C:3]=1[F:13].[I-:14].[Na+].CN[C@@H]1CCCC[C@H]1NC. Product: [F:13][C:3]1[CH:4]=[C:5]([O:8][C:9]([F:12])([F:11])[F:10])[CH:6]=[CH:7][C:2]=1[I:14]. The catalyst class is: 830. (8) Reactant: [NH2:1][C:2]1[N:3]=C(SC)[S:5][C:6]=1[C:7]#[N:8].ClC1C=CC=C(C(OO)=[O:19])C=1.[CH3:22][S:23]([CH3:25])=[O:24].C(=O)(O)[O-].[Na+]. Product: [NH2:1][C:2]1[N:3]=[C:22]([S:23]([CH3:25])(=[O:19])=[O:24])[S:5][C:6]=1[C:7]#[N:8]. The catalyst class is: 4.